From a dataset of Full USPTO retrosynthesis dataset with 1.9M reactions from patents (1976-2016). Predict the reactants needed to synthesize the given product. (1) The reactants are: FC(F)(F)C(O)=O.[CH3:8][NH:9][C:10]([C:12]1[CH:13]=[CH:14][C:15]([O:18][CH2:19][C:20]2[CH:37]=[CH:36][C:23]3[CH2:24][CH2:25][N:26](C(OC(C)(C)C)=O)[CH2:27][CH2:28][C:22]=3[CH:21]=2)=[N:16][CH:17]=1)=[O:11]. Given the product [CH3:8][NH:9][C:10]([C:12]1[CH:17]=[N:16][C:15]([O:18][CH2:19][C:20]2[CH:37]=[CH:36][C:23]3[CH2:24][CH2:25][NH:26][CH2:27][CH2:28][C:22]=3[CH:21]=2)=[CH:14][CH:13]=1)=[O:11], predict the reactants needed to synthesize it. (2) The reactants are: [CH:1]1([C:4]([C:6]2[CH:11]=[CH:10][C:9]([C:12]([F:15])([F:14])[F:13])=[CH:8][CH:7]=2)=O)[CH2:3][CH2:2]1.[NH3:16]. Given the product [CH:1]1([CH:4]([C:6]2[CH:11]=[CH:10][C:9]([C:12]([F:15])([F:14])[F:13])=[CH:8][CH:7]=2)[NH2:16])[CH2:3][CH2:2]1, predict the reactants needed to synthesize it.